The task is: Predict the reaction yield, written as a fraction of the theoretical maximum amount of product (1.0 means a 100% yield; for example, 0.34 means a 34% yield).. This data is from Reaction yield outcomes from USPTO patents with 853,638 reactions. The product is [N+:6]([C:9]1[CH:14]=[CH:13][C:12]2[O:15][CH2:2][C:3](=[O:4])[NH:16][C:11]=2[CH:10]=1)([O-:8])=[O:7]. The catalyst is [Cl-].C([N+](C)(C)C)C1C=CC=CC=1.C(Cl)(Cl)Cl. The yield is 0.410. The reactants are Cl[CH2:2][C:3](Cl)=[O:4].[N+:6]([C:9]1[CH:14]=[CH:13][C:12]([OH:15])=[C:11]([NH2:16])[CH:10]=1)([O-:8])=[O:7].C([O-])(O)=O.[Na+].